From a dataset of NCI-60 drug combinations with 297,098 pairs across 59 cell lines. Regression. Given two drug SMILES strings and cell line genomic features, predict the synergy score measuring deviation from expected non-interaction effect. (1) Drug 1: CC1=C2C(C(=O)C3(C(CC4C(C3C(C(C2(C)C)(CC1OC(=O)C(C(C5=CC=CC=C5)NC(=O)OC(C)(C)C)O)O)OC(=O)C6=CC=CC=C6)(CO4)OC(=O)C)OC)C)OC. Drug 2: C#CCC(CC1=CN=C2C(=N1)C(=NC(=N2)N)N)C3=CC=C(C=C3)C(=O)NC(CCC(=O)O)C(=O)O. Cell line: LOX IMVI. Synergy scores: CSS=48.3, Synergy_ZIP=-4.19, Synergy_Bliss=-10.2, Synergy_Loewe=-8.03, Synergy_HSA=-6.87. (2) Drug 1: CC1=C2C(C(=O)C3(C(CC4C(C3C(C(C2(C)C)(CC1OC(=O)C(C(C5=CC=CC=C5)NC(=O)OC(C)(C)C)O)O)OC(=O)C6=CC=CC=C6)(CO4)OC(=O)C)OC)C)OC. Drug 2: CC1=C(C=C(C=C1)C(=O)NC2=CC(=CC(=C2)C(F)(F)F)N3C=C(N=C3)C)NC4=NC=CC(=N4)C5=CN=CC=C5. Cell line: DU-145. Synergy scores: CSS=51.1, Synergy_ZIP=10.3, Synergy_Bliss=10.3, Synergy_Loewe=-31.9, Synergy_HSA=6.68.